This data is from Full USPTO retrosynthesis dataset with 1.9M reactions from patents (1976-2016). The task is: Predict the reactants needed to synthesize the given product. (1) Given the product [C:1]([O:4][C:5]1[C:6]([CH3:19])=[CH:7][CH:8]=[C:9]2[C:14]=1[CH:13]=[C:12]([C:15]([O:17][CH3:18])=[O:16])[CH:11]=[CH:10]2)(=[O:3])[CH3:2], predict the reactants needed to synthesize it. The reactants are: [C:1]([O:4][C:5]1[C:14]2[CH:13]=[C:12]([C:15]([O:17][CH3:18])=[O:16])[CH:11]=[CH:10][C:9]=2[CH2:8][CH2:7][C:6]=1[CH3:19])(=[O:3])[CH3:2].ClC1C(=O)C(C#N)=C(C#N)C(=O)C=1Cl.O1CCOCC1. (2) Given the product [F:8][C:9]([F:42])([F:41])[C:10]1[CH:11]=[C:12]([C:20]([CH3:40])([CH3:39])[C:21]([N:23]([CH3:24])[C:25]2[CH:26]=[N:27][C:28]([N:5]3[CH2:6][CH2:7][N:2]([CH3:1])[CH2:3][CH2:4]3)=[CH:29][C:30]=2[C:31]2[C:32]([CH3:37])=[N:33][CH:34]=[CH:35][CH:36]=2)=[O:22])[CH:13]=[C:14]([C:16]([F:19])([F:18])[F:17])[CH:15]=1, predict the reactants needed to synthesize it. The reactants are: [CH3:1][N:2]1[CH2:7][CH2:6][NH:5][CH2:4][CH2:3]1.[F:8][C:9]([F:42])([F:41])[C:10]1[CH:11]=[C:12]([C:20]([CH3:40])([CH3:39])[C:21]([N:23]([C:25]2[CH:26]=[N:27][C:28](Cl)=[CH:29][C:30]=2[C:31]2[C:32]([CH3:37])=[N:33][CH:34]=[CH:35][CH:36]=2)[CH3:24])=[O:22])[CH:13]=[C:14]([C:16]([F:19])([F:18])[F:17])[CH:15]=1.